From a dataset of Full USPTO retrosynthesis dataset with 1.9M reactions from patents (1976-2016). Predict the reactants needed to synthesize the given product. (1) Given the product [OH:1][CH2:2][CH2:3][N:4]([CH:22]([CH3:24])[CH3:23])[C:5]([C:7]1[S:8][C:9]2[CH2:10][CH2:11][O:12][C:13]3[CH:20]=[CH:19][C:18]([C:27]4[CH:28]=[N:29][CH:30]=[CH:31][C:26]=4[CH3:25])=[CH:17][C:14]=3[C:15]=2[N:16]=1)=[O:6], predict the reactants needed to synthesize it. The reactants are: [OH:1][CH2:2][CH2:3][N:4]([CH:22]([CH3:24])[CH3:23])[C:5]([C:7]1[S:8][C:9]2[CH2:10][CH2:11][O:12][C:13]3[CH:20]=[CH:19][C:18](Br)=[CH:17][C:14]=3[C:15]=2[N:16]=1)=[O:6].[CH3:25][C:26]1[CH:31]=[CH:30][N:29]=[CH:28][C:27]=1B(O)O. (2) Given the product [CH3:1][C:2]1([CH3:14])[CH2:13][CH2:12][C:5]2=[C:6]([C:9]([OH:11])=[O:10])[S:7][C:8]([CH2:15][CH2:16][CH3:17])=[C:4]2[CH2:3]1, predict the reactants needed to synthesize it. The reactants are: [CH3:1][C:2]1([CH3:14])[CH2:13][CH2:12][C:5]2=[C:6]([C:9]([OH:11])=[O:10])[S:7][CH:8]=[C:4]2[CH2:3]1.[CH2:15](I)[CH2:16][CH3:17].